This data is from Reaction yield outcomes from USPTO patents with 853,638 reactions. The task is: Predict the reaction yield, written as a fraction of the theoretical maximum amount of product (1.0 means a 100% yield; for example, 0.34 means a 34% yield). (1) The reactants are [NH:1]([C:16]([O:18][CH2:19][C:20]1[CH:25]=[CH:24][CH:23]=[CH:22][CH:21]=1)=[O:17])[C@@H:2]([C:13](O)=[O:14])[CH2:3][C:4]1[C:12]2[C:7](=[CH:8][CH:9]=[CH:10][CH:11]=2)[NH:6][CH:5]=1.[NH2:26][C@H:27]([C:40]([O:42][C:43]([CH3:46])([CH3:45])[CH3:44])=[O:41])[CH2:28][CH2:29][CH2:30][CH2:31][NH:32][C:33]([O:35][C:36]([CH3:39])([CH3:38])[CH3:37])=[O:34].Cl.OC1C2N=NNC=2C=CC=1.Cl.CNC(N=C=NCC)CCNC. The catalyst is CN(C)C1C=CN=CC=1.C(Cl)Cl. The product is [NH:1]([C:16]([O:18][CH2:19][C:20]1[CH:25]=[CH:24][CH:23]=[CH:22][CH:21]=1)=[O:17])[C@@H:2]([C:13]([NH:26][C@H:27]([C:40]([O:42][C:43]([CH3:46])([CH3:45])[CH3:44])=[O:41])[CH2:28][CH2:29][CH2:30][CH2:31][NH:32][C:33]([O:35][C:36]([CH3:37])([CH3:38])[CH3:39])=[O:34])=[O:14])[CH2:3][C:4]1[C:12]2[C:7](=[CH:8][CH:9]=[CH:10][CH:11]=2)[NH:6][CH:5]=1. The yield is 1.00. (2) The reactants are [N+:1]([C:4]1[CH:12]=[C:11]2[C:7]([C:8]([C:13]#[N:14])=[CH:9][NH:10]2)=[CH:6][CH:5]=1)([O-])=O. The catalyst is CCO.[Pd]. The product is [NH2:1][C:4]1[CH:12]=[C:11]2[C:7]([C:8]([C:13]#[N:14])=[CH:9][NH:10]2)=[CH:6][CH:5]=1. The yield is 0.980. (3) The reactants are [O:1]1[CH2:3][C@H:2]1[CH2:4][N:5]1[CH2:14][CH2:13][C:12]2[C:7](=[CH:8][CH:9]=[CH:10][CH:11]=2)[CH2:6]1.[NH3:15]. The catalyst is CCO. The product is [NH2:15][CH2:3][C@H:2]([OH:1])[CH2:4][N:5]1[CH2:14][CH2:13][C:12]2[C:7](=[CH:8][CH:9]=[CH:10][CH:11]=2)[CH2:6]1. The yield is 0.920. (4) The reactants are C[O:2][C:3]([C:5]1[CH:13]=[C:12]2[C:8]([CH2:9][CH2:10][N:11]2[C:14](=[O:30])[CH2:15][N:16]2[CH2:21][CH2:20][N:19]([C:22]([O:24][C:25]([CH3:28])([CH3:27])[CH3:26])=[O:23])[C@H:18]([CH3:29])[CH2:17]2)=[CH:7][CH:6]=1)=O.[CH3:31][NH2:32]. The catalyst is CO. The product is [C:25]([O:24][C:22]([N:19]1[CH2:20][CH2:21][N:16]([CH2:15][C:14]([N:11]2[C:12]3[C:8](=[CH:7][CH:6]=[C:5]([C:3](=[O:2])[NH:32][CH3:31])[CH:13]=3)[CH2:9][CH2:10]2)=[O:30])[CH2:17][C@H:18]1[CH3:29])=[O:23])([CH3:27])([CH3:26])[CH3:28]. The yield is 0.200. (5) The reactants are [N+:1]([C:4]1([CH3:13])[CH2:10][N:9]([CH3:11])NCC(C)[CH2:5]1)([O-])=O.[H][H]. The catalyst is C(O)C.[Ni]. The product is [NH2:1][C:4]1([CH3:13])[CH2:10][N:9]([CH3:11])[CH2:4][CH2:10][N:9]([CH3:11])[CH2:5]1. The yield is 0.720. (6) The reactants are [Cl:1][C:2]1[CH:3]=[CH:4][C:5]2[O:9][C:8]([C:10]3[C:19]([N:20]([CH:22]([CH3:24])[CH3:23])[CH3:21])=[N:18][C:17]4[C:12](=[CH:13][CH:14]=[C:15]([C:25]([O:27]C)=[O:26])[CH:16]=4)[N:11]=3)=[CH:7][C:6]=2[CH:29]=1.[OH-].[Na+].O. The catalyst is O1CCCC1. The product is [Cl:1][C:2]1[CH:3]=[CH:4][C:5]2[O:9][C:8]([C:10]3[C:19]([N:20]([CH:22]([CH3:24])[CH3:23])[CH3:21])=[N:18][C:17]4[C:12](=[CH:13][CH:14]=[C:15]([C:25]([OH:27])=[O:26])[CH:16]=4)[N:11]=3)=[CH:7][C:6]=2[CH:29]=1. The yield is 0.410.